This data is from Experimentally validated miRNA-target interactions with 360,000+ pairs, plus equal number of negative samples. The task is: Binary Classification. Given a miRNA mature sequence and a target amino acid sequence, predict their likelihood of interaction. The miRNA is hsa-miR-6895-3p with sequence UGUCUCUCGCCCUUGGCCUUAG. The protein sequence of the target gene is MAGWIQAQQLQGDALRQMQVLYGQHFPIEVRHYLAQWIESQPWDAIDLDNPQDRAQATQLLEGLVQELQKKAEHQVGEDGFLLKIKLGHYATQLQKTYDRCPLELVRCIRHILYNEQRLVREANNCSSPAGILVDAMSQKHLQINQTFEELRLVTQDTENELKKLQQTQEYFIIQYQESLRIQAQFAQLAQLSPQERLSRETALQQKQVSLEAWLQREAQTLQQYRVELAEKHQKTLQLLRKQQTIILDDELIQWKRRQQLAGNGGPPEGSLDVLQSWCEKLAEIIWQNRQQIRRAEHLC.... Result: 1 (interaction).